From a dataset of Full USPTO retrosynthesis dataset with 1.9M reactions from patents (1976-2016). Predict the reactants needed to synthesize the given product. Given the product [C:33]([C:22]1[CH:21]=[C:20]([C:17]2[CH:16]=[CH:15][N:14]=[C:13]3[CH:12]=[C:11]([C:8]4[CH:7]=[CH:6][C:5]([C:4]([OH:35])=[O:3])=[CH:10][CH:9]=4)[O:19][C:18]=23)[CH:25]=[CH:24][C:23]=1[O:26][CH:27]1[CH2:28][CH2:29][O:30][CH2:31][CH2:32]1)#[N:34], predict the reactants needed to synthesize it. The reactants are: C([O:3][C:4](=[O:35])[C:5]1[CH:10]=[CH:9][C:8]([C:11]2[O:19][C:18]3[C:13](=[N:14][CH:15]=[CH:16][C:17]=3[C:20]3[CH:25]=[CH:24][C:23]([O:26][CH:27]4[CH2:32][CH2:31][O:30][CH2:29][CH2:28]4)=[C:22]([C:33]#[N:34])[CH:21]=3)[CH:12]=2)=[CH:7][CH:6]=1)C.[OH-].[Na+].